This data is from Forward reaction prediction with 1.9M reactions from USPTO patents (1976-2016). The task is: Predict the product of the given reaction. (1) Given the reactants [CH3:1][O:2][C:3](=[O:19])[CH2:4][C:5](=[O:18])[C@H:6]([NH:10][C:11]([O:13][C:14]([CH3:17])([CH3:16])[CH3:15])=[O:12])[CH:7]([CH3:9])[CH3:8].[BH4-].[K+], predict the reaction product. The product is: [CH3:1][O:2][C:3](=[O:19])[CH2:4][C@H:5]([OH:18])[C@H:6]([NH:10][C:11]([O:13][C:14]([CH3:17])([CH3:16])[CH3:15])=[O:12])[CH:7]([CH3:9])[CH3:8]. (2) Given the reactants [Br:1][C:2]1[CH:7]=[CH:6][C:5]([F:8])=[CH:4][C:3]=1[OH:9].CI.[C:12]([O-])([O-])=O.[K+].[K+], predict the reaction product. The product is: [Br:1][C:2]1[CH:7]=[CH:6][C:5]([F:8])=[CH:4][C:3]=1[O:9][CH3:12]. (3) Given the reactants C(OC([N:8]1[CH2:13][CH2:12][C:11](=O)[CH2:10][CH2:9]1)=O)(C)(C)C.[CH2:15]([NH2:22])[C:16]1[CH:21]=[CH:20][CH:19]=[CH:18][CH:17]=1.[Cl:23][C:24]1[CH:29]=[CH:28][C:27]([CH:30]=[CH:31][N+]([O-])=O)=[CH:26][CH:25]=1, predict the reaction product. The product is: [CH2:15]([N:22]1[C:11]2[CH2:10][CH2:9][NH:8][CH2:13][C:12]=2[C:30]([C:27]2[CH:28]=[CH:29][C:24]([Cl:23])=[CH:25][CH:26]=2)=[CH:31]1)[C:16]1[CH:21]=[CH:20][CH:19]=[CH:18][CH:17]=1. (4) Given the reactants [I:1]I.[CH3:3][O:4][C:5]1[CH:6]=[C:7]2[C:11](=[CH:12][CH:13]=1)[CH2:10][CH2:9][CH2:8]2, predict the reaction product. The product is: [I:1][C:13]1[CH:12]=[C:11]2[C:7](=[CH:6][C:5]=1[O:4][CH3:3])[CH2:8][CH2:9][CH2:10]2.